Regression. Given a peptide amino acid sequence and an MHC pseudo amino acid sequence, predict their binding affinity value. This is MHC class I binding data. From a dataset of Peptide-MHC class I binding affinity with 185,985 pairs from IEDB/IMGT. (1) The peptide sequence is EMKTDAATL. The MHC is HLA-A02:03 with pseudo-sequence HLA-A02:03. The binding affinity (normalized) is 0.461. (2) The MHC is HLA-A30:01 with pseudo-sequence HLA-A30:01. The binding affinity (normalized) is 0.560. The peptide sequence is YVYFYDLSY. (3) The peptide sequence is LKDQAQLNAW. The MHC is Mamu-B17 with pseudo-sequence Mamu-B17. The binding affinity (normalized) is 0.219.